From a dataset of Catalyst prediction with 721,799 reactions and 888 catalyst types from USPTO. Predict which catalyst facilitates the given reaction. Reactant: [Cl:1][C:2]1[C:3]2[CH:10]=[CH:9][N:8]([C@H:11]3[C@@H:15]4[O:16][C:17]([CH3:20])([CH3:19])[O:18][C@@H:14]4[C@@H:13]([C:21]([C:23]4[CH:28]=[CH:27][C:26]([F:29])=[C:25]([F:30])[CH:24]=4)=[O:22])[O:12]3)[C:4]=2[N:5]=[CH:6][N:7]=1.[CH3:31][Mg]Br.[NH4+].[Cl-]. Product: [Cl:1][C:2]1[C:3]2[CH:10]=[CH:9][N:8]([C@H:11]3[C@@H:15]4[O:16][C:17]([CH3:20])([CH3:19])[O:18][C@@H:14]4[C@@H:13]([C@@:21]([C:23]4[CH:28]=[CH:27][C:26]([F:29])=[C:25]([F:30])[CH:24]=4)([OH:22])[CH3:31])[O:12]3)[C:4]=2[N:5]=[CH:6][N:7]=1. The catalyst class is: 1.